From a dataset of Catalyst prediction with 721,799 reactions and 888 catalyst types from USPTO. Predict which catalyst facilitates the given reaction. Reactant: [CH3:1][Si:2]([CH3:29])([CH3:28])[CH2:3][CH2:4][O:5][CH2:6][N:7]1[C:11]2[N:12]=[CH:13][N:14]=[C:15]([C:16]3[CH:17]=[N:18][N:19]([C:21]4([CH2:25][C:26]#[N:27])[CH2:24][NH:23][CH2:22]4)[CH:20]=3)[C:10]=2[CH:9]=[CH:8]1.C(N(CC)C(C)C)(C)C.[CH:39]1([S:42](Cl)(=[O:44])=[O:43])[CH2:41][CH2:40]1. Product: [CH:39]1([S:42]([N:23]2[CH2:22][C:21]([CH2:25][C:26]#[N:27])([N:19]3[CH:20]=[C:16]([C:15]4[C:10]5[CH:9]=[CH:8][N:7]([CH2:6][O:5][CH2:4][CH2:3][Si:2]([CH3:28])([CH3:1])[CH3:29])[C:11]=5[N:12]=[CH:13][N:14]=4)[CH:17]=[N:18]3)[CH2:24]2)(=[O:44])=[O:43])[CH2:41][CH2:40]1. The catalyst class is: 7.